From a dataset of Catalyst prediction with 721,799 reactions and 888 catalyst types from USPTO. Predict which catalyst facilitates the given reaction. (1) Reactant: [CH2:1]([O:3][C:4]([C:6]1[CH:11]=[C:10]([Br:12])[C:9](=[O:13])[NH:8][C:7]=1[C:14]([F:17])([F:16])[F:15])=[O:5])[CH3:2].O[CH2:19][CH:20]1[CH2:22][CH2:21]1.C1(P(C2C=CC=CC=2)C2C=CC=CC=2)C=CC=CC=1.N(C(OCC)=O)=NC(OCC)=O. Product: [CH2:1]([O:3][C:4](=[O:5])[C:6]1[CH:11]=[C:10]([Br:12])[C:9]([O:13][CH2:19][CH:20]2[CH2:22][CH2:21]2)=[N:8][C:7]=1[C:14]([F:17])([F:15])[F:16])[CH3:2]. The catalyst class is: 1. (2) Product: [C:3]([C:7]1[C:11]([CH2:12][OH:13])=[CH:10][N:9]([CH2:14][C:15]([NH:17][C:18]2[S:22][C:21]3[CH2:23][CH2:24][CH2:25][CH2:26][C:20]=3[C:19]=2[C:27]([NH2:29])=[O:28])=[O:16])[N:8]=1)([CH3:6])([CH3:4])[CH3:5]. The catalyst class is: 1. Reactant: [BH4-].[Na+].[C:3]([C:7]1[C:11]([CH:12]=[O:13])=[CH:10][N:9]([CH2:14][C:15]([NH:17][C:18]2[S:22][C:21]3[CH2:23][CH2:24][CH2:25][CH2:26][C:20]=3[C:19]=2[C:27]([NH2:29])=[O:28])=[O:16])[N:8]=1)([CH3:6])([CH3:5])[CH3:4].O.